Task: Predict the reaction yield, written as a fraction of the theoretical maximum amount of product (1.0 means a 100% yield; for example, 0.34 means a 34% yield).. Dataset: Reaction yield outcomes from USPTO patents with 853,638 reactions (1) The reactants are [CH3:1][C:2]1[S:3][C:4]([CH3:30])=[CH:5][C:6]=1[C:7]1[C:8]([CH3:29])=[C:9]([CH:26]=[CH:27][CH:28]=1)[CH2:10][NH:11][C:12]1[CH:25]=[CH:24][C:15]2[C@H:16]([CH2:19][C:20]([O:22]C)=[O:21])[CH2:17][O:18][C:14]=2[CH:13]=1.[OH-].[Na+]. The catalyst is O1CCCC1.CO. The product is [CH3:1][C:2]1[S:3][C:4]([CH3:30])=[CH:5][C:6]=1[C:7]1[C:8]([CH3:29])=[C:9]([CH:26]=[CH:27][CH:28]=1)[CH2:10][NH:11][C:12]1[CH:25]=[CH:24][C:15]2[C@H:16]([CH2:19][C:20]([OH:22])=[O:21])[CH2:17][O:18][C:14]=2[CH:13]=1. The yield is 0.850. (2) The reactants are [Cl:1][C:2]1[CH:7]=[C:6](Cl)[CH:5]=[C:4]([Cl:9])[N:3]=1.[CH3:10][NH2:11]. No catalyst specified. The product is [Cl:1][C:2]1[CH:7]=[C:6]([NH:11][CH3:10])[CH:5]=[C:4]([Cl:9])[N:3]=1. The yield is 0.360. (3) The reactants are N[CH2:2][C:3]1[CH:8]=[C:7]([Cl:9])[CH:6]=[CH:5][C:4]=1[CH:10]([NH:20][S:21]([C:23]([CH3:26])([CH3:25])[CH3:24])=[O:22])[CH2:11][O:12][Si:13]([C:16]([CH3:19])([CH3:18])[CH3:17])([CH3:15])[CH3:14].[OH:27][C:28]1([C:41]([N:43]2[CH2:50][CH2:49][CH2:48][C@H:44]2[C:45](O)=[O:46])=[O:42])[C:40]2[CH:39]=[CH:38][CH:37]=[CH:36][C:35]=2[C:34]2[C:29]1=[CH:30][CH:31]=[CH:32][CH:33]=2.C(Cl)CCl.C([N:57](CC)CC)C.C1C=NC2N(O)N=NC=2C=1. The catalyst is CN(C=O)C. The product is [C:16]([Si:13]([CH3:14])([CH3:15])[O:12][CH2:11][CH:10]([C:4]1[CH:5]=[CH:6][C:7]([Cl:9])=[CH:8][C:3]=1[CH2:2][C@@:44]1([C:45]([NH2:57])=[O:46])[CH2:48][CH2:49][CH2:50][N:43]1[C:41]([C:28]1([OH:27])[C:40]2[CH:39]=[CH:38][CH:37]=[CH:36][C:35]=2[C:34]2[C:29]1=[CH:30][CH:31]=[CH:32][CH:33]=2)=[O:42])[NH:20][S:21]([C:23]([CH3:26])([CH3:25])[CH3:24])=[O:22])([CH3:17])([CH3:18])[CH3:19]. The yield is 0.610.